This data is from Reaction yield outcomes from USPTO patents with 853,638 reactions. The task is: Predict the reaction yield, written as a fraction of the theoretical maximum amount of product (1.0 means a 100% yield; for example, 0.34 means a 34% yield). (1) The reactants are [NH2:1][C:2]1[CH:12]=[CH:11][C:5]([C:6]([O:8][CH2:9][CH3:10])=[O:7])=[CH:4][CH:3]=1.[S-:13][C:14]#[N:15].[K+].BrBr. The catalyst is C(O)(=O)C. The product is [NH2:15][C:14]1[S:13][C:12]2[CH:11]=[C:5]([C:6]([O:8][CH2:9][CH3:10])=[O:7])[CH:4]=[CH:3][C:2]=2[N:1]=1. The yield is 0.310. (2) The reactants are CC(C)([O-])C.[K+].[NH:7]1[CH:11]=[CH:10][N:9]=[CH:8]1.[Br:12][C:13]1[CH:18]=[CH:17][C:16]([C:19]([F:22])([F:21])[F:20])=[CH:15][C:14]=1F.O1CCOCC1. The catalyst is O. The product is [Br:12][C:13]1[CH:14]=[CH:15][C:16]([C:19]([F:20])([F:21])[F:22])=[CH:17][C:18]=1[N:7]1[CH:11]=[CH:10][N:9]=[CH:8]1. The yield is 0.533. (3) The reactants are [CH3:1][O:2][C:3]1[CH:30]=[CH:29][C:6]([CH2:7][N:8]2[C:12]([C:13](O)=[O:14])=[C:11]([C:16]3[N:17]=[C:18]([NH:21][C:22]4[N:27]=[C:26]([CH3:28])[CH:25]=[CH:24][N:23]=4)[S:19][CH:20]=3)[CH:10]=[N:9]2)=[CH:5][CH:4]=1.C[CH2:32][N:33]=C=NCCCN(C)C.Cl.Cl.CN.O.N1(O)C2C=CC=CC=2N=N1. The catalyst is C(Cl)Cl.O. The product is [CH3:1][O:2][C:3]1[CH:30]=[CH:29][C:6]([CH2:7][N:8]2[C:12]([C:13]([NH:33][CH3:32])=[O:14])=[C:11]([C:16]3[N:17]=[C:18]([NH:21][C:22]4[N:27]=[C:26]([CH3:28])[CH:25]=[CH:24][N:23]=4)[S:19][CH:20]=3)[CH:10]=[N:9]2)=[CH:5][CH:4]=1. The yield is 0.250.